This data is from Tox21: 12 toxicity assays (nuclear receptors and stress response pathways). The task is: Binary classification across 12 toxicity assays. (1) The drug is C#CCN1C(=O)COc2cc(F)c(N3C(=O)C4=C(CCCC4)C3=O)cc21. It tested positive (active) for: SR-ARE (Antioxidant Response Element (oxidative stress)). (2) The molecule is COc1cc(NS(C)(=O)=O)ccc1Nc1c2ccccc2nc2ccccc12. It tested positive (active) for: SR-MMP (Mitochondrial Membrane Potential disruption), and SR-p53 (p53 tumor suppressor activation).